Dataset: Forward reaction prediction with 1.9M reactions from USPTO patents (1976-2016). Task: Predict the product of the given reaction. Given the reactants [CH2:1]([N:3]([CH2:28][CH3:29])[C:4](=[O:27])[C:5]1[CH:10]=[CH:9][C:8]([CH:11]([C:18]2[CH:23]=[CH:22][CH:21]=[C:20]([N+:24]([O-:26])=[O:25])[CH:19]=2)[N:12]2[CH2:17][CH2:16][NH:15][CH2:14][CH2:13]2)=[CH:7][CH:6]=1)[CH3:2].C1(C)C=CC(C([C@](C(O)=O)(O)[C@](C(C2C=CC(C)=CC=2)=O)(O)C(O)=O)=O)=CC=1, predict the reaction product. The product is: [CH2:28]([N:3]([CH2:1][CH3:2])[C:4](=[O:27])[C:5]1[CH:10]=[CH:9][C:8]([C@H:11]([C:18]2[CH:23]=[CH:22][CH:21]=[C:20]([N+:24]([O-:26])=[O:25])[CH:19]=2)[N:12]2[CH2:17][CH2:16][NH:15][CH2:14][CH2:13]2)=[CH:7][CH:6]=1)[CH3:29].